Dataset: Forward reaction prediction with 1.9M reactions from USPTO patents (1976-2016). Task: Predict the product of the given reaction. (1) Given the reactants Cl.[NH2:2][CH2:3][CH:4]([C:10]1[CH:15]=[CH:14][CH:13]=[CH:12][CH:11]=1)[C:5]([O:7][CH2:8][CH3:9])=[O:6].C(N(CC)CC)C.Cl[C:24](=[O:31])[CH2:25][C:26]([O:28][CH2:29][CH3:30])=[O:27], predict the reaction product. The product is: [CH2:8]([O:7][C:5](=[O:6])[CH:4]([C:10]1[CH:15]=[CH:14][CH:13]=[CH:12][CH:11]=1)[CH2:3][NH:2][C:24](=[O:31])[CH2:25][C:26]([O:28][CH2:29][CH3:30])=[O:27])[CH3:9]. (2) Given the reactants Cl.[NH:2]1[CH2:7][CH:6]=[C:5]([C:8]2[C:9]3[N:10]([N:14]=[C:15]([NH2:17])[N:16]=3)[CH:11]=[CH:12][CH:13]=2)[CH2:4][CH2:3]1.CCN(C(C)C)C(C)C.[F:27][C:28]([F:35])([F:34])[CH2:29][CH2:30][C:31](O)=[O:32].CN(C(ON1N=NC2C=CC=NC1=2)=[N+](C)C)C.F[P-](F)(F)(F)(F)F, predict the reaction product. The product is: [NH2:17][C:15]1[N:16]=[C:9]2[C:8]([C:5]3[CH2:4][CH2:3][N:2]([C:31](=[O:32])[CH2:30][CH2:29][C:28]([F:35])([F:34])[F:27])[CH2:7][CH:6]=3)=[CH:13][CH:12]=[CH:11][N:10]2[N:14]=1. (3) Given the reactants [Cl:1][C:2]1[CH:7]=[CH:6][C:5](B(O)O)=[CH:4][CH:3]=1.[C:11](=O)([O-])[O-].[K+].[K+].Br[C:18]1[S:22][C:21]([C:23]([O:25][CH3:26])=[O:24])=[C:20]([C:27]2[C:36]3[CH2:35][CH2:34][CH2:33][CH2:32][C:31]=3[C:30]([S:37](=[O:40])(=[O:39])[NH2:38])=[CH:29][CH:28]=2)[C:19]=1[CH3:41], predict the reaction product. The product is: [Cl:1][C:2]1[CH:7]=[CH:6][C:5]([C:18]2[S:22][C:21]([C:23]([O:25][CH2:26][CH3:11])=[O:24])=[C:20]([C:27]3[C:36]4[CH2:35][CH2:34][CH2:33][CH2:32][C:31]=4[C:30]([S:37](=[O:40])(=[O:39])[NH2:38])=[CH:29][CH:28]=3)[C:19]=2[CH3:41])=[CH:4][CH:3]=1. (4) Given the reactants Br[C:2]1[C:6]2[C:7]([NH2:11])=[N:8][CH:9]=[CH:10][C:5]=2[O:4][CH:3]=1.[CH3:12][O:13][C:14]1[CH:19]=[C:18](B2OC(C)(C)C(C)(C)O2)[CH:17]=[CH:16][C:15]=1[NH:29][C:30](=[O:36])[O:31][C:32]([CH3:35])([CH3:34])[CH3:33].C(=O)([O-])[O-].[Na+].[Na+], predict the reaction product. The product is: [NH2:11][C:7]1[C:6]2[C:2]([C:18]3[CH:17]=[CH:16][C:15]([NH:29][C:30](=[O:36])[O:31][C:32]([CH3:33])([CH3:34])[CH3:35])=[C:14]([O:13][CH3:12])[CH:19]=3)=[CH:3][O:4][C:5]=2[CH:10]=[CH:9][N:8]=1. (5) Given the reactants C(C1C=C(OC)C=C(C(C)(C)C)C=1[C:17]1[CH:25]=[C:24]([N:26]([C:35]2[CH:40]=[CH:39][CH:38]=[CH:37][CH:36]=2)[CH:27]2[CH2:32][CH2:31][N:30]([CH3:33])[CH2:29][CH:28]2[CH3:34])[CH:23]=[CH:22][C:18]=1[C:19]([O-])=[O:20])(C)(C)C.C[O-].[Na+].CO.CN([P+](ON1N=[N:64][C:59]2[CH:60]=CC=CC1=2)(N(C)C)N(C)C)C.F[P-](F)(F)(F)(F)F.[C:73]1(C)C=CC=C[CH:74]=1, predict the reaction product. The product is: [CH3:33][N:30]1[CH2:31][CH2:32][CH:27]([N:26]([C:35]2[CH:40]=[CH:39][CH:38]=[CH:37][CH:36]=2)[C:24]2[CH:23]=[CH:22][C:18]([C:19]([N:64]([CH2:59][CH3:60])[CH2:73][CH3:74])=[O:20])=[CH:17][CH:25]=2)[CH:28]([CH3:34])[CH2:29]1. (6) Given the reactants [NH:1]1[C:5]2[CH:6]=[CH:7][CH:8]=[CH:9][C:4]=2[N:3]=[C:2]1[CH:10]([NH2:20])[CH2:11][C:12]1[CH:17]=[CH:16][C:15]([O:18][CH3:19])=[CH:14][CH:13]=1.[CH3:21][N:22]([CH3:27])[CH2:23][CH2:24][CH2:25][NH2:26].[C:28](O)(C(F)(F)F)=[O:29], predict the reaction product. The product is: [NH:1]1[C:5]2[CH:6]=[CH:7][CH:8]=[CH:9][C:4]=2[N:3]=[C:2]1[CH:10]([NH:20][C:28]([NH:26][CH2:25][CH2:24][CH2:23][N:22]([CH3:27])[CH3:21])=[O:29])[CH2:11][C:12]1[CH:17]=[CH:16][C:15]([O:18][CH3:19])=[CH:14][CH:13]=1. (7) Given the reactants [C:1]([O:5][C:6]([NH:8][CH2:9][CH2:10][CH2:11][C@H:12]([NH:17][C:18]([C:20]1[C:21](=[O:34])[N:22]([CH2:26][C:27]2[CH:32]=[CH:31][CH:30]=[C:29]([Cl:33])[CH:28]=2)[CH:23]=[CH:24][CH:25]=1)=[O:19])[C:13]([O:15]C)=[O:14])=[O:7])([CH3:4])([CH3:3])[CH3:2], predict the reaction product. The product is: [C:1]([O:5][C:6]([NH:8][CH2:9][CH2:10][CH2:11][C@H:12]([NH:17][C:18]([C:20]1[C:21](=[O:34])[N:22]([CH2:26][C:27]2[CH:32]=[CH:31][CH:30]=[C:29]([Cl:33])[CH:28]=2)[CH:23]=[CH:24][CH:25]=1)=[O:19])[C:13]([OH:15])=[O:14])=[O:7])([CH3:4])([CH3:2])[CH3:3].